This data is from Forward reaction prediction with 1.9M reactions from USPTO patents (1976-2016). The task is: Predict the product of the given reaction. (1) Given the reactants C1(P([N:15]=[N+]=[N-])(C2C=CC=CC=2)=O)C=CC=CC=1.[C:18]([OH:22])([CH3:21])([CH3:20])[CH3:19].C1[CH2:27][O:26]CC1.[CH2:28]([N:30]1[C:36](=[O:37])[C:35]([CH3:39])([CH3:38])[C:34](=[O:40])[N:33]([CH3:41])[C:32]2[CH:42]=[C:43]([CH2:46][CH2:47]C(O)=O)[CH:44]=[CH:45][C:31]1=2)[CH3:29], predict the reaction product. The product is: [C:18]([O:22][C:27](=[O:26])[NH:15][CH2:47][CH2:46][C:43]1[CH:44]=[CH:45][C:31]2[N:30]([CH2:28][CH3:29])[C:36](=[O:37])[C:35]([CH3:39])([CH3:38])[C:34](=[O:40])[N:33]([CH3:41])[C:32]=2[CH:42]=1)([CH3:21])([CH3:20])[CH3:19]. (2) The product is: [Br:22][C:8]1[C:3]([O:2][CH3:1])=[CH:4][C:5]([NH:11][C:12](=[O:14])[CH3:13])=[CH:6][C:7]=1[O:9][CH3:10]. Given the reactants [CH3:1][O:2][C:3]1[CH:4]=[C:5]([NH:11][C:12](=[O:14])[CH3:13])[CH:6]=[C:7]([O:9][CH3:10])[CH:8]=1.C1C(=O)N([Br:22])C(=O)C1, predict the reaction product.